Dataset: Forward reaction prediction with 1.9M reactions from USPTO patents (1976-2016). Task: Predict the product of the given reaction. (1) Given the reactants [CH2:1]([N:4]1[C:8]2[CH:9]=[C:10]([C:26]([O:28][CH2:29][CH3:30])=[O:27])[C:11]3[C:12](=O)[CH2:13][C:14]4([NH:23][C:24]=3[C:7]=2[N:6]=[C:5]1[CH3:31])[CH2:22][C:21]1[C:16](=[CH:17][CH:18]=[CH:19][CH:20]=1)[CH2:15]4)[CH:2]=[CH2:3].C([SiH](CC)CC)C, predict the reaction product. The product is: [CH2:1]([N:4]1[C:8]2[CH:9]=[C:10]([C:26]([O:28][CH2:29][CH3:30])=[O:27])[C:11]3[CH2:12][CH2:13][C:14]4([NH:23][C:24]=3[C:7]=2[N:6]=[C:5]1[CH3:31])[CH2:22][C:21]1[C:16](=[CH:17][CH:18]=[CH:19][CH:20]=1)[CH2:15]4)[CH:2]=[CH2:3]. (2) Given the reactants [N-]=[N+]=[N-].[Na+].[NH2:5][C:6]1[S:7][C:8]2([C:23]([O:25][CH3:26])=[O:24])[CH:10]([C@:11]([C:15]3[CH:20]=[C:19](Br)[CH:18]=[CH:17][C:16]=3[F:22])([CH2:13][F:14])[N:12]=1)[CH2:9]2.[NH4+:27].[Cl-].[OH-].[NH4+].CP(C)C, predict the reaction product. The product is: [NH2:5][C:6]1[S:7][C@:8]2([C:23]([O:25][CH3:26])=[O:24])[C@H:10]([C@:11]([C:15]3[CH:20]=[C:19]([NH2:27])[CH:18]=[CH:17][C:16]=3[F:22])([CH2:13][F:14])[N:12]=1)[CH2:9]2. (3) Given the reactants [C:1]([N:8]1[CH2:15][C@@H:14]([N:16]([CH:24]2[CH2:29][CH2:28][C:27]([CH3:31])([CH3:30])[CH2:26][CH2:25]2)[C:17]([C@@H:19]2[CH2:23][CH2:22][CH2:21][O:20]2)=[O:18])[CH2:13][C@H:9]1[C:10]([OH:12])=O)([O:3][C:4]([CH3:7])([CH3:6])[CH3:5])=[O:2].[CH3:32][NH:33][CH2:34][CH3:35], predict the reaction product. The product is: [C:1]([N:8]1[CH2:15][C@@H:14]([N:16]([CH:24]2[CH2:29][CH2:28][C:27]([CH3:31])([CH3:30])[CH2:26][CH2:25]2)[C:17]([C@@H:19]2[CH2:23][CH2:22][CH2:21][O:20]2)=[O:18])[CH2:13][C@H:9]1[C:10]([N:33]([CH2:34][CH3:35])[CH3:32])=[O:12])([O:3][C:4]([CH3:7])([CH3:5])[CH3:6])=[O:2].